This data is from Forward reaction prediction with 1.9M reactions from USPTO patents (1976-2016). The task is: Predict the product of the given reaction. (1) Given the reactants [NH:1]1[C:9]2[C:4](=[CH:5][C:6]([O:10][C:11]3[C:20]4[C:15](=[CH:16][C:17]([O:22][CH3:23])=[C:18]([OH:21])[CH:19]=4)[N:14]=[CH:13][N:12]=3)=[CH:7][N:8]=2)[CH:3]=[CH:2]1.[C:24]([N:27]1[CH2:32][CH2:31][N:30]([CH2:33][CH2:34][CH2:35]O)[CH2:29][CH2:28]1)(=[O:26])[CH3:25], predict the reaction product. The product is: [C:24]([N:27]1[CH2:32][CH2:31][N:30]([CH2:33][CH2:34][CH2:35][O:21][C:18]2[CH:19]=[C:20]3[C:15](=[CH:16][C:17]=2[O:22][CH3:23])[N:14]=[CH:13][N:12]=[C:11]3[O:10][C:6]2[CH:5]=[C:4]3[C:9](=[N:8][CH:7]=2)[NH:1][CH:2]=[CH:3]3)[CH2:29][CH2:28]1)(=[O:26])[CH3:25]. (2) Given the reactants [C:1]1([C:7]2[S:8][CH:9]=[C:10]([CH2:12][O:13][C:14]3[CH:19]=[CH:18][C:17]([CH2:20]O)=[CH:16][CH:15]=3)[N:11]=2)[CH:6]=[CH:5][CH:4]=[CH:3][CH:2]=1.O1CCCC1.S(Cl)([Cl:29])=O, predict the reaction product. The product is: [Cl:29][CH2:20][C:17]1[CH:18]=[CH:19][C:14]([O:13][CH2:12][C:10]2[N:11]=[C:7]([C:1]3[CH:6]=[CH:5][CH:4]=[CH:3][CH:2]=3)[S:8][CH:9]=2)=[CH:15][CH:16]=1. (3) The product is: [CH2:14]([N:4]1[C:5]2=[N:6][CH:7]=[CH:8][CH:9]=[C:10]2[C:2]([Br:1])=[CH:3]1)[C:15]1[CH:20]=[CH:19][CH:18]=[CH:17][CH:16]=1. Given the reactants [Br:1][C:2]1[C:10]2[C:5](=[N:6][CH:7]=[CH:8][CH:9]=2)[NH:4][CH:3]=1.[H-].[Na+].Br[CH2:14][C:15]1[CH:20]=[CH:19][CH:18]=[CH:17][CH:16]=1, predict the reaction product. (4) Given the reactants [NH2:1][C:2]1[C:7]([I:8])=[CH:6][N:5]([C:9]2[CH:14]=[CH:13][C:12]([F:15])=[CH:11][CH:10]=2)[C:4](=[O:16])[N:3]=1.[Cl:17][CH2:18][C:19]([CH2:21]Cl)=O.ClCC1N=C2C=CN(C3C=CC(F)=CC=3)C(=O)N2C=1, predict the reaction product. The product is: [Cl:17][CH2:18][C:19]1[N:1]=[C:2]2[C:7]([I:8])=[CH:6][N:5]([C:9]3[CH:10]=[CH:11][C:12]([F:15])=[CH:13][CH:14]=3)[C:4](=[O:16])[N:3]2[CH:21]=1. (5) Given the reactants [N:1]1([S:11]([C:14]2[CH:22]=[CH:21][C:17]([C:18](O)=[O:19])=[CH:16][CH:15]=2)(=[O:13])=[O:12])[C:10]2[C:5](=[CH:6][CH:7]=[CH:8][CH:9]=2)[CH2:4][CH2:3][CH2:2]1.[NH2:23][C:24]1[C:29]([OH:30])=[CH:28][CH:27]=[CH:26][N:25]=1, predict the reaction product. The product is: [N:1]1([S:11]([C:14]2[CH:15]=[CH:16][C:17]([C:18]([NH:23][C:24]3[C:29]([OH:30])=[CH:28][CH:27]=[CH:26][N:25]=3)=[O:19])=[CH:21][CH:22]=2)(=[O:13])=[O:12])[C:10]2[C:5](=[CH:6][CH:7]=[CH:8][CH:9]=2)[CH2:4][CH2:3][CH2:2]1. (6) Given the reactants CC1C=CC(Br)=NC=1.BrN1C(=O)CCC1=O.CC(N=NC(C#N)(C)C)(C#N)C.[Br:29][C:30]1[CH:35]=[CH:34][C:33]([CH:36](Br)[Br:37])=[CH:32][N:31]=1, predict the reaction product. The product is: [Br:29][C:30]1[CH:35]=[CH:34][C:33]([CH2:36][Br:37])=[CH:32][N:31]=1. (7) Given the reactants [CH:1]1([CH2:4][N:5]([C@@H:13]2[CH2:15][C@H:14]2[C:16]2[CH:21]=[C:20]([C:22](=[O:30])[NH:23][C:24]3[S:25][C:26]([CH3:29])=[N:27][N:28]=3)[CH:19]=[CH:18][C:17]=2[CH3:31])C(=O)OC(C)(C)C)[CH2:3][CH2:2]1.[ClH:32].CO, predict the reaction product. The product is: [ClH:32].[ClH:32].[CH:1]1([CH2:4][NH:5][C@@H:13]2[CH2:15][C@H:14]2[C:16]2[CH:21]=[C:20]([CH:19]=[CH:18][C:17]=2[CH3:31])[C:22]([NH:23][C:24]2[S:25][C:26]([CH3:29])=[N:27][N:28]=2)=[O:30])[CH2:3][CH2:2]1. (8) Given the reactants Cl[CH2:2][CH2:3][CH2:4][N:5]1[C:10]2[CH:11]=[CH:12][CH:13]=[CH:14][C:9]=2[O:8][CH2:7][C:6]1=[O:15].[C:16]([O-:19])([O-])=O.[K+].[K+].[Na+].[I-].[CH2:24]([CH:28]1[CH2:33][CH2:32][NH:31][CH2:30][CH2:29]1)[CH2:25][CH2:26][CH3:27], predict the reaction product. The product is: [CH2:24]([CH:28]1[CH2:33][CH2:32][N:31]([CH2:2][CH2:3][CH2:4][N:5]2[C:10]3[CH:11]=[C:12]([O:19][CH3:16])[CH:13]=[CH:14][C:9]=3[O:8][CH2:7][C:6]2=[O:15])[CH2:30][CH2:29]1)[CH2:25][CH2:26][CH3:27]. (9) Given the reactants [CH3:1][C:2]([NH:4][CH:5]1[C:15]2[CH:16]=[C:17]([OH:20])[CH:18]=[CH:19][C:14]=2[C:13]2[C:8](=[CH:9][C:10]([O:25][CH3:26])=[C:11]([O:23][CH3:24])[C:12]=2[O:21][CH3:22])[CH2:7][CH2:6]1)=[O:3].Cl[C:28]([O:30][C:31]1[CH:36]=[CH:35][CH:34]=[CH:33][CH:32]=1)=[O:29].C(N(CC)CC)C, predict the reaction product. The product is: [O:30]([C:28]([O:20][C:17]1[CH:18]=[CH:19][C:14]2[C:13]3[C:12]([O:21][CH3:22])=[C:11]([O:23][CH3:24])[C:10]([O:25][CH3:26])=[CH:9][C:8]=3[CH2:7][CH2:6][C@H:5]([NH:4][C:2](=[O:3])[CH3:1])[C:15]=2[CH:16]=1)=[O:29])[C:31]1[CH:36]=[CH:35][CH:34]=[CH:33][CH:32]=1.